Dataset: Forward reaction prediction with 1.9M reactions from USPTO patents (1976-2016). Task: Predict the product of the given reaction. (1) Given the reactants [NH2:1][C:2]1[CH:7]=[CH:6][C:5]([Cl:8])=[CH:4][C:3]=1[CH:9]([C:11]1[CH:16]=[CH:15][CH:14]=[C:13]([C:17]([F:20])([F:19])[F:18])[C:12]=1[O:21][CH3:22])[OH:10].[CH3:23][O:24][C:25]1[CH:32]=[C:31]([O:33][CH3:34])[CH:30]=[CH:29][C:26]=1[CH:27]=O.[BH4-].[Na+], predict the reaction product. The product is: [Cl:8][C:5]1[CH:6]=[CH:7][C:2]([NH:1][CH2:27][C:26]2[CH:29]=[CH:30][C:31]([O:33][CH3:34])=[CH:32][C:25]=2[O:24][CH3:23])=[C:3]([CH:9]([C:11]2[CH:16]=[CH:15][CH:14]=[C:13]([C:17]([F:18])([F:19])[F:20])[C:12]=2[O:21][CH3:22])[OH:10])[CH:4]=1. (2) Given the reactants [Cl:1][C:2]1[N:7]=[C:6]([CH:8]2[CH2:13][CH2:12][N:11]([C:14]([O:16][C:17]([CH3:20])([CH3:19])[CH3:18])=[O:15])[CH2:10][CH2:9]2)[CH:5]=[C:4](Cl)[N:3]=1.[F:22][CH:23]([F:41])[O:24][C:25]1[C:26]([NH2:40])=[N:27][CH:28]=[C:29](B2OC(C)(C)C(C)(C)O2)[CH:30]=1.C([O-])(=O)C.[K+].C(=O)([O-])[O-].[Na+].[Na+], predict the reaction product. The product is: [NH2:40][C:26]1[N:27]=[CH:28][C:29]([C:4]2[N:3]=[C:2]([Cl:1])[N:7]=[C:6]([CH:8]3[CH2:13][CH2:12][N:11]([C:14]([O:16][C:17]([CH3:20])([CH3:19])[CH3:18])=[O:15])[CH2:10][CH2:9]3)[CH:5]=2)=[CH:30][C:25]=1[O:24][CH:23]([F:41])[F:22]. (3) The product is: [CH3:25][O:24][N:23]([CH3:22])[C:3](=[O:20])[C:4]1[CH:9]=[CH:8][C:7]([C:10]2[CH:11]=[CH:12][C:13]([C:16]([F:17])([F:18])[F:19])=[CH:14][CH:15]=2)=[N:6][CH:5]=1. Given the reactants CO[C:3](=[O:20])[C:4]1[CH:9]=[CH:8][C:7]([C:10]2[CH:15]=[CH:14][C:13]([C:16]([F:19])([F:18])[F:17])=[CH:12][CH:11]=2)=[N:6][CH:5]=1.Cl.[CH3:22][NH:23][O:24][CH3:25].C([Mg]Cl)(C)C, predict the reaction product. (4) Given the reactants [F:1][C:2]1[C:7]([F:8])=[CH:6][CH:5]=[CH:4][C:3]=1[CH:9]1[CH2:19][CH2:18][C@@H:17]([O:20][Si](C(C)C)(C(C)C)C(C)C)[C:12]2=[N:13][CH:14]=[CH:15][CH:16]=[C:11]2[CH:10]1[OH:31].CCCC[N+](CCCC)(CCCC)CCCC.[F-].C(OCC)(=O)C.CCCCCC, predict the reaction product. The product is: [F:1][C:2]1[C:7]([F:8])=[CH:6][CH:5]=[CH:4][C:3]=1[C@@H:9]1[CH2:19][CH2:18][C@@H:17]([OH:20])[C:12]2=[N:13][CH:14]=[CH:15][CH:16]=[C:11]2[C@H:10]1[OH:31]. (5) Given the reactants F[P-](F)(F)(F)(F)F.[N:8]1([O:17]C(N(C)C)=[N+](C)C)C2N=CC=CC=2N=N1.C(N(C(C)C)C(C)C)C.[O:34]1[CH2:38][CH2:37][CH2:36][CH2:35]1, predict the reaction product. The product is: [C:35]([O:34][CH2:38][CH3:37])(=[O:17])[CH3:36].[CH2:35]([OH:34])[CH3:36].[NH3:8]. (6) The product is: [Br:29][C:27]1[CH:26]=[CH:25][C:20]2=[N:21][C:22]3[CH2:23][CH2:24][NH:15][CH2:16][C:17]=3[C:18]([Cl:30])=[C:19]2[CH:28]=1. Given the reactants ClC(OC(Cl)C)=O.C([N:15]1[CH2:24][CH2:23][C:22]2[N:21]=[C:20]3[CH:25]=[CH:26][C:27]([Br:29])=[CH:28][C:19]3=[C:18]([Cl:30])[C:17]=2[CH2:16]1)C1C=CC=CC=1, predict the reaction product.